The task is: Predict the product of the given reaction.. This data is from Forward reaction prediction with 1.9M reactions from USPTO patents (1976-2016). (1) Given the reactants CCN(C(C)C)C(C)C.[CH3:10][O:11][C:12]1[CH:13]=[CH:14][CH:15]=[C:16]2[C:21]=1[O:20][C:19](=[O:22])[C:18]([C:23]([OH:25])=O)=[CH:17]2.CN(C(ON1N=NC2C=CC=NC1=2)=[N+](C)C)C.F[P-](F)(F)(F)(F)F.[NH:50]1[CH:54]=[C:53]([C:55]2[CH:56]=[C:57]([NH2:61])[CH:58]=[CH:59][CH:60]=2)[CH:52]=[N:51]1, predict the reaction product. The product is: [NH:50]1[CH:54]=[C:53]([C:55]2[CH:56]=[C:57]([NH:61][C:23]([C:18]3[C:19](=[O:22])[O:20][C:21]4[C:16]([CH:17]=3)=[CH:15][CH:14]=[CH:13][C:12]=4[O:11][CH3:10])=[O:25])[CH:58]=[CH:59][CH:60]=2)[CH:52]=[N:51]1. (2) Given the reactants [OH-].[CH2:2]([P+:4]([CH2:8][CH3:9])([CH2:6][CH3:7])[CH3:5])[CH3:3].[F:10][B-:11]([F:14])([F:13])[F:12].[H+], predict the reaction product. The product is: [F:10][B-:11]([F:14])([F:13])[F:12].[CH2:2]([P+:4]([CH2:8][CH3:9])([CH2:6][CH3:7])[CH3:5])[CH3:3].